Dataset: Reaction yield outcomes from USPTO patents with 853,638 reactions. Task: Predict the reaction yield, written as a fraction of the theoretical maximum amount of product (1.0 means a 100% yield; for example, 0.34 means a 34% yield). (1) The reactants are Cl[C:2]1[C:7]([CH:8]([CH2:13][CH2:14][CH3:15])[C:9]([O:11][CH3:12])=[O:10])=[C:6]([CH3:16])[N:5]=[C:4]([C:17]2[CH:22]=[CH:21][CH:20]=[CH:19][CH:18]=2)[N:3]=1.C(N(CC)C(C)C)(C)C.[CH:32]1[C:41]2[C:36](=[CH:37][CH:38]=[CH:39][CH:40]=2)[CH:35]=[CH:34][C:33]=1B(O)O. The catalyst is COCCOC.O.[Pd].C1(P(C2C=CC=CC=2)C2C=CC=CC=2)C=CC=CC=1.C1(P(C2C=CC=CC=2)C2C=CC=CC=2)C=CC=CC=1.C1(P(C2C=CC=CC=2)C2C=CC=CC=2)C=CC=CC=1.C1(P(C2C=CC=CC=2)C2C=CC=CC=2)C=CC=CC=1. The product is [CH3:16][C:6]1[C:7]([CH:8]([CH2:13][CH2:14][CH3:15])[C:9]([O:11][CH3:12])=[O:10])=[C:2]([C:33]2[CH:34]=[CH:35][C:36]3[C:41](=[CH:40][CH:39]=[CH:38][CH:37]=3)[CH:32]=2)[N:3]=[C:4]([C:17]2[CH:22]=[CH:21][CH:20]=[CH:19][CH:18]=2)[N:5]=1. The yield is 0.710. (2) The reactants are C(C1SC2C(=O)N(C3C=CC=C([B:20]4[O:24][C:23]([CH3:26])([CH3:25])[C:22]([CH3:28])([CH3:27])[O:21]4)C=3C)CC=2C=1)(C)(C)C.[C:30]([O:33][CH2:34][C:35]1[C:40]([N:41]2[CH2:49][C:48]3[C:43](=[CH:44][CH:45]=[C:46]([N:50]([CH3:52])[CH3:51])[CH:47]=3)[C:42]2=[O:53])=[CH:39][CH:38]=[CH:37][C:36]=1Br)(=[O:32])[CH3:31].B1(B2OC(C)(C)C(C)(C)O2)OC(C)(C)C(C)(C)O1. No catalyst specified. The product is [C:30]([O:33][CH2:34][C:35]1[C:36]([B:20]2[O:24][C:23]([CH3:26])([CH3:25])[C:22]([CH3:28])([CH3:27])[O:21]2)=[CH:37][CH:38]=[CH:39][C:40]=1[N:41]1[CH2:49][C:48]2[C:43](=[CH:44][CH:45]=[C:46]([N:50]([CH3:52])[CH3:51])[CH:47]=2)[C:42]1=[O:53])(=[O:32])[CH3:31]. The yield is 1.00. (3) The reactants are C([O:3][C:4](=[O:23])[C:5]1[CH:10]=[CH:9][C:8]([NH:11][C:12](=[O:22])[CH2:13][CH2:14][CH2:15][CH2:16][CH2:17][CH2:18][CH2:19][CH2:20][CH3:21])=[CH:7][CH:6]=1)C.[OH-].[Na+].Cl. The catalyst is CCO.O. The product is [C:12]([NH:11][C:8]1[CH:9]=[CH:10][C:5]([C:4]([OH:23])=[O:3])=[CH:6][CH:7]=1)(=[O:22])[CH2:13][CH2:14][CH2:15][CH2:16][CH2:17][CH2:18][CH2:19][CH2:20][CH3:21]. The yield is 0.980. (4) The reactants are CC([Si](C)(C)[O:6][CH2:7][C:8]1[CH:16]=[C:15]2[N:11]([CH2:12][CH2:13][CH2:14]2)[C:10](=[O:17])[CH:9]=1)(C)C.C(O)(=O)C.[F-].C([N+](CCCC)(CCCC)CCCC)CCC. The catalyst is O1CCCC1. The product is [OH:6][CH2:7][C:8]1[CH:16]=[C:15]2[N:11]([CH2:12][CH2:13][CH2:14]2)[C:10](=[O:17])[CH:9]=1. The yield is 0.800. (5) The reactants are [CH3:1][C:2]1[CH:6]=[C:5]([NH:7][C:8]2[CH:13]=[C:12](Cl)[N:11]=[C:10]([S:15][C:16]3[CH:21]=[CH:20][C:19]([NH:22][C:23]([CH:25]4[CH2:27][CH2:26]4)=[O:24])=[CH:18][C:17]=3[F:28])[N:9]=2)[NH:4][N:3]=1.Cl.C[CH2:31][N:32](C(C)C)[CH:33](C)C.[CH2:39]([OH:43])[CH2:40][CH2:41][CH3:42]. The catalyst is CCOC(C)=O. The product is [CH3:1][C:2]1[CH:6]=[C:5]([NH:7][C:8]2[CH:13]=[C:12]([N:32]3[CH2:33][C:39]([CH:40]4[CH2:42][CH2:41]4)([OH:43])[CH2:31]3)[N:11]=[C:10]([S:15][C:16]3[CH:21]=[CH:20][C:19]([NH:22][C:23]([CH:25]4[CH2:27][CH2:26]4)=[O:24])=[CH:18][C:17]=3[F:28])[N:9]=2)[NH:4][N:3]=1. The yield is 0.290.